Task: Predict hERG channel inhibition at various concentrations.. Dataset: hERG Central: cardiac toxicity at 1µM, 10µM, and general inhibition (1) The drug is CC1CC(C)CN(S(=O)(=O)c2cccc(C(=O)N3CCN(c4ccc(F)cc4)CC3)c2)C1. Results: hERG_inhib (hERG inhibition (general)): blocker. (2) The compound is C=CCc1ccccc1OCC(O)CN(C(C)C)C(C)C.Cl. Results: hERG_inhib (hERG inhibition (general)): blocker. (3) The molecule is COc1cc(CNCCNC(=O)c2nonc2N)ccc1OCc1ccc(Cl)nc1.Cl. Results: hERG_inhib (hERG inhibition (general)): blocker. (4) The molecule is O=NN(CCc1ccncc1)c1ccc(OCc2ccccc2)cc1. Results: hERG_inhib (hERG inhibition (general)): blocker. (5) The molecule is COc1ccc(CC2(CO)CCN(Cc3cnn(-c4ccccc4)c3)CC2)cc1. Results: hERG_inhib (hERG inhibition (general)): blocker. (6) The drug is COc1ccccc1CNC(=O)CN1CCC(n2cnc3cc(F)ccc32)CC1. Results: hERG_inhib (hERG inhibition (general)): blocker. (7) The drug is CCCc1cc2c(cc1NS(=O)(=O)c1ccc(CCNC(C)=O)cc1)OCO2. Results: hERG_inhib (hERG inhibition (general)): blocker. (8) The compound is CC1CCN(CCc2nc3cc(NC(=O)COc4ccc([N+](=O)[O-])cc4)ccc3n2C)CC1. Results: hERG_inhib (hERG inhibition (general)): blocker.